This data is from Full USPTO retrosynthesis dataset with 1.9M reactions from patents (1976-2016). The task is: Predict the reactants needed to synthesize the given product. The reactants are: [C:1]([O:5][C:6]([NH:8][C@H:9]([C:29](=[O:36])[N:30]1[CH2:35][CH2:34][CH2:33][CH2:32][CH2:31]1)[CH2:10][C:11]1[CH:16]=[CH:15][C:14]([C:17]#[C:18][CH2:19][CH2:20][CH2:21][C:22]([O:24][C:25]([CH3:28])([CH3:27])[CH3:26])=[O:23])=[CH:13][CH:12]=1)=[O:7])([CH3:4])([CH3:3])[CH3:2]. Given the product [C:1]([O:5][C:6]([NH:8][C@H:9]([C:29](=[O:36])[N:30]1[CH2:31][CH2:32][CH2:33][CH2:34][CH2:35]1)[CH2:10][C:11]1[CH:16]=[CH:15][C:14]([CH2:17][CH2:18][CH2:19][CH2:20][CH2:21][C:22]([O:24][C:25]([CH3:27])([CH3:28])[CH3:26])=[O:23])=[CH:13][CH:12]=1)=[O:7])([CH3:2])([CH3:3])[CH3:4], predict the reactants needed to synthesize it.